From a dataset of Reaction yield outcomes from USPTO patents with 853,638 reactions. Predict the reaction yield, written as a fraction of the theoretical maximum amount of product (1.0 means a 100% yield; for example, 0.34 means a 34% yield). (1) The reactants are O=C1C2C(=CC=CC=2)[C:4](=[O:11])[N:3]1[CH2:12][C:13]1[CH:20]=[C:19]([CH3:21])[C:16]([C:17]#[N:18])=[C:15]([O:22][CH3:23])[N:14]=1.O.NN.[CH3:27][C:28]([O:31]C(OC([O:31][C:28]([CH3:30])([CH3:29])[CH3:27])=O)=O)([CH3:30])[CH3:29]. The catalyst is C(O)C. The product is [C:17]([C:16]1[C:19]([CH3:21])=[CH:20][C:13]([CH2:12][NH:3][C:4](=[O:11])[O:31][C:28]([CH3:30])([CH3:29])[CH3:27])=[N:14][C:15]=1[O:22][CH3:23])#[N:18]. The yield is 0.749. (2) The reactants are [CH2:1]([O:3][C:4]([C:6]1[N:7]([CH2:26][C:27]2[CH:32]=[CH:31][CH:30]=[C:29]([Cl:33])[CH:28]=2)[C:8]2[C:13]([C:14]=1[NH:15][C:16](=[O:24])[C:17]1[CH:22]=[CH:21][C:20]([Cl:23])=[CH:19][CH:18]=1)=[CH:12][CH:11]=[C:10](Br)[CH:9]=2)=[O:5])[CH3:2].[CH3:34][S:35]([C:38]1[CH:43]=[CH:42][C:41](B(O)O)=[CH:40][CH:39]=1)(=[O:37])=[O:36].C1(C)C=CC=CC=1P(C1C=CC=CC=1C)C1C=CC=CC=1C.[O-]P([O-])([O-])=O.[K+].[K+].[K+].C([O-])(O)=O.[Na+]. The catalyst is CC([O-])=O.CC([O-])=O.[Pd+2].CCO.C1(C)C=CC=CC=1. The product is [CH2:1]([O:3][C:4]([C:6]1[N:7]([CH2:26][C:27]2[CH:32]=[CH:31][CH:30]=[C:29]([Cl:33])[CH:28]=2)[C:8]2[C:13]([C:14]=1[NH:15][C:16](=[O:24])[C:17]1[CH:22]=[CH:21][C:20]([Cl:23])=[CH:19][CH:18]=1)=[CH:12][CH:11]=[C:10]([C:41]1[CH:42]=[CH:43][C:38]([S:35]([CH3:34])(=[O:37])=[O:36])=[CH:39][CH:40]=1)[CH:9]=2)=[O:5])[CH3:2]. The yield is 0.670.